Predict the reactants needed to synthesize the given product. From a dataset of Full USPTO retrosynthesis dataset with 1.9M reactions from patents (1976-2016). (1) Given the product [CH3:1][C:2]1[C:7](=[O:8])[C:6]2[C:5](=[CH:1][CH:2]=[CH:3][CH:9]=2)[NH:4][C:3]=1[CH2:9][O:10][C:11]1[CH:12]=[C:13]([C:14]2[NH:29][N:28]=[N:27][N:15]=2)[CH:16]=[C:17]([O:19][CH2:20][CH:21]2[CH2:22][CH2:23][O:24][CH2:25][CH2:26]2)[CH:18]=1, predict the reactants needed to synthesize it. The reactants are: [CH3:1][C:2]1[C:7](=[O:8])[CH:6]=[CH:5][NH:4][C:3]=1[CH2:9][O:10][C:11]1[CH:12]=[C:13]([CH:16]=[C:17]([O:19][CH2:20][CH:21]2[CH2:26][CH2:25][O:24][CH2:23][CH2:22]2)[CH:18]=1)[C:14]#[N:15].[N-:27]=[N+:28]=[N-:29].[Na+].[Cl-].[NH4+]. (2) The reactants are: [C:1]([N-:4][CH:5]1[CH2:10][CH2:9][NH:8][CH2:7][CH2:6]1)(=[O:3])C.[C:11]12(N)[CH2:20][CH:15]3[CH2:16][CH:17]([CH2:19][CH:13]([CH2:14]3)[CH2:12]1)[CH2:18]2.[C:22]([O:25]I(C1C=CC=CC=1)OC(=O)C)(=O)[CH3:23].C(#[N:39])C. Given the product [C:22]([N:8]1[CH2:9][CH2:10][CH:5]([N:4]([C:11]23[CH2:20][CH:15]4[CH2:16][CH:17]([CH2:19][CH:13]([CH2:14]4)[CH2:12]2)[CH2:18]3)[C:1]([NH2:39])=[O:3])[CH2:6][CH2:7]1)(=[O:25])[CH3:23], predict the reactants needed to synthesize it. (3) Given the product [N:1]1([C:10]([C:12]2[CH:13]=[CH:14][C:15]([O:38][CH3:39])=[C:16]([CH:37]=2)[CH2:17][S:18][C:19]2[N:23]([CH2:24][C:25]([OH:27])=[O:26])[C:22]3[CH:32]=[CH:33][C:34]([F:36])=[CH:35][C:21]=3[N:20]=2)=[O:11])[C:9]2[C:4](=[CH:5][CH:6]=[CH:7][CH:8]=2)[CH2:3][CH2:2]1, predict the reactants needed to synthesize it. The reactants are: [N:1]1([C:10]([C:12]2[CH:13]=[CH:14][C:15]([O:38][CH3:39])=[C:16]([CH:37]=2)[CH2:17][S:18][C:19]2[N:23]([CH2:24][C:25]([O:27]C(C)(C)C)=[O:26])[C:22]3[CH:32]=[CH:33][C:34]([F:36])=[CH:35][C:21]=3[N:20]=2)=[O:11])[C:9]2[C:4](=[CH:5][CH:6]=[CH:7][CH:8]=2)[CH2:3][CH2:2]1.C(O)(C(F)(F)F)=O.ClCCl. (4) The reactants are: [NH2:1][C:2]1[NH:7][C:6](=O)[C:5]([CH:9]([NH:11][C:12](=O)[C:13]2[CH:18]=[CH:17][CH:16]=[C:15]([C:19]([F:22])([F:21])[F:20])[CH:14]=2)[CH3:10])=[N:4][N:3]=1.[OH-].[Na+]. Given the product [NH2:1][C:2]1[N:7]=[CH:6][C:5]2=[C:9]([CH3:10])[N:11]=[C:12]([C:13]3[CH:18]=[CH:17][CH:16]=[C:15]([C:19]([F:22])([F:21])[F:20])[CH:14]=3)[N:4]2[N:3]=1, predict the reactants needed to synthesize it. (5) The reactants are: Cl.[NH:2]1[CH2:21][CH2:20][CH2:19][C@H:3]1[C:4]([NH:6][C@H:7]([C:9]([O:11][CH2:12][C:13]1[CH:18]=[CH:17][CH:16]=[CH:15][CH:14]=1)=[O:10])[CH3:8])=[O:5].[CH3:22][C:23]1[CH:28]=[CH:27][C:26]([S:29]([NH:32][C:33]([NH2:50])=[N:34][CH2:35][CH2:36][CH2:37][C@H:38]([NH:42][C:43]([O:45][C:46]([CH3:49])([CH3:48])[CH3:47])=[O:44])[C:39](O)=[O:40])(=[O:31])=[O:30])=[CH:25][CH:24]=1.ON1C2C=CC=CC=2N=N1.C1(N=C=NC2CCCCC2)CCCCC1. Given the product [NH:42]([C:43]([O:45][C:46]([CH3:49])([CH3:48])[CH3:47])=[O:44])[C@H:38]([C:39]([N:2]1[CH2:21][CH2:20][CH2:19][C@H:3]1[C:4]([NH:6][C@H:7]([C:9]([O:11][CH2:12][C:13]1[CH:14]=[CH:15][CH:16]=[CH:17][CH:18]=1)=[O:10])[CH3:8])=[O:5])=[O:40])[CH2:37][CH2:36][CH2:35][NH:34][C:33](=[NH:50])[NH:32][S:29]([C:26]1[CH:27]=[CH:28][C:23]([CH3:22])=[CH:24][CH:25]=1)(=[O:31])=[O:30], predict the reactants needed to synthesize it. (6) Given the product [F:28][C:9]1[C:8]([OH:7])=[CH:13][CH:12]=[C:11]([F:14])[C:10]=1[C:15]([C:17]1[CH:18]=[C:19]2[C:24](=[CH:25][CH:26]=1)[N:23]=[CH:22][C:21]([O:31][CH3:32])=[N:20]2)=[O:16], predict the reactants needed to synthesize it. The reactants are: C(=O)([O:7][C:8]1[CH:13]=[CH:12][C:11]([F:14])=[C:10]([C:15]([C:17]2[CH:18]=[C:19]3[C:24](=[CH:25][CH:26]=2)[N:23]=[CH:22][C:21](Cl)=[N:20]3)=[O:16])[C:9]=1[F:28])OC(C)(C)C.Cl.[O:31]1CCOC[CH2:32]1. (7) Given the product [CH3:12][C:13]1[C:21]2[N:20]=[C:19]([CH2:22][NH:11][C:10]3[CH:9]=[CH:8][NH:7][C:6]=3[C:4]([O:3][CH2:1][CH3:2])=[O:5])[NH:18][C:17]=2[CH:16]=[CH:15][C:14]=1[CH3:24], predict the reactants needed to synthesize it. The reactants are: [CH2:1]([O:3][C:4]([C:6]1[NH:7][CH:8]=[CH:9][C:10]=1[NH2:11])=[O:5])[CH3:2].[CH3:12][C:13]1[C:21]2[N:20]=[C:19]([CH:22]=O)[NH:18][C:17]=2[CH:16]=[CH:15][C:14]=1[CH3:24].CC(O)=O.[BH3-]C#N.[Na+].[OH-].[Na+]. (8) Given the product [CH3:19][S:20]([O:18][CH2:17][CH2:16][C:6]1[N:7]=[C:8]([C:10]2[CH:15]=[CH:14][CH:13]=[CH:12][CH:11]=2)[O:9][C:5]=1[CH3:4])(=[O:22])=[O:21], predict the reactants needed to synthesize it. The reactants are: C(Cl)Cl.[CH3:4][C:5]1[O:9][C:8]([C:10]2[CH:15]=[CH:14][CH:13]=[CH:12][CH:11]=2)=[N:7][C:6]=1[CH2:16][CH2:17][OH:18].[CH3:19][S:20](Cl)(=[O:22])=[O:21]. (9) Given the product [C:21]1([CH3:31])[CH:22]=[CH:23][C:24]([S:27]([OH:30])(=[O:28])=[O:29])=[CH:25][CH:26]=1.[C:21]1([CH3:31])[CH:22]=[CH:23][C:24]([S:27]([OH:30])(=[O:28])=[O:29])=[CH:25][CH:26]=1.[C:1]1([C:7]2[N:12]=[N:11][C:10]([N:13]3[CH2:14][CH:15]4[NH:20][CH:18]([CH2:17][CH2:16]4)[CH2:19]3)=[CH:9][CH:8]=2)[CH:2]=[CH:3][CH:4]=[CH:5][CH:6]=1, predict the reactants needed to synthesize it. The reactants are: [C:1]1([C:7]2[N:12]=[N:11][C:10]([N:13]3[CH2:19][CH:18]4[NH:20][CH:15]([CH2:16][CH2:17]4)[CH2:14]3)=[CH:9][CH:8]=2)[CH:6]=[CH:5][CH:4]=[CH:3][CH:2]=1.[C:21]1([CH3:31])[CH:26]=[CH:25][C:24]([S:27]([OH:30])(=[O:29])=[O:28])=[CH:23][CH:22]=1. (10) Given the product [CH3:1][O:2][C:3]1[CH:4]=[C:5]([NH:6][C:13]2[CH:18]=[CH:17][CH:16]=[C:15]([N:19]3[CH:23]=[CH:22][CH:21]=[N:20]3)[N:14]=2)[CH:7]=[CH:8][C:9]=1[O:10][CH3:11], predict the reactants needed to synthesize it. The reactants are: [CH3:1][O:2][C:3]1[CH:4]=[C:5]([CH:7]=[CH:8][C:9]=1[O:10][CH3:11])[NH2:6].F[C:13]1[CH:18]=[CH:17][CH:16]=[C:15]([N:19]2[CH:23]=[CH:22][CH:21]=[N:20]2)[N:14]=1.